This data is from Peptide-MHC class I binding affinity with 185,985 pairs from IEDB/IMGT. The task is: Regression. Given a peptide amino acid sequence and an MHC pseudo amino acid sequence, predict their binding affinity value. This is MHC class I binding data. (1) The peptide sequence is CEMNHVNSMH. The MHC is HLA-A03:01 with pseudo-sequence HLA-A03:01. The binding affinity (normalized) is 0. (2) The peptide sequence is IIVLFQRFLR. The MHC is HLA-A03:01 with pseudo-sequence HLA-A03:01. The binding affinity (normalized) is 0.367. (3) The peptide sequence is RLLDLSSWFT. The MHC is HLA-A02:02 with pseudo-sequence HLA-A02:02. The binding affinity (normalized) is 0.472. (4) The peptide sequence is SVLEVFEGR. The MHC is HLA-A68:01 with pseudo-sequence HLA-A68:01. The binding affinity (normalized) is 0.609. (5) The peptide sequence is KKSAFYQSY. The MHC is HLA-A23:01 with pseudo-sequence HLA-A23:01. The binding affinity (normalized) is 0.0847. (6) The peptide sequence is FTFGDTALYV. The MHC is HLA-A68:02 with pseudo-sequence HLA-A68:02. The binding affinity (normalized) is 0.523.